From a dataset of Peptide-MHC class I binding affinity with 185,985 pairs from IEDB/IMGT. Regression. Given a peptide amino acid sequence and an MHC pseudo amino acid sequence, predict their binding affinity value. This is MHC class I binding data. The peptide sequence is LLRDKDGVY. The MHC is HLA-A69:01 with pseudo-sequence HLA-A69:01. The binding affinity (normalized) is 0.0847.